From a dataset of Experimentally validated miRNA-target interactions with 360,000+ pairs, plus equal number of negative samples. Binary Classification. Given a miRNA mature sequence and a target amino acid sequence, predict their likelihood of interaction. (1) Result: 0 (no interaction). The protein sequence of the target gene is MEPPDARAGLLWLTFLLSGYSGAQAELHVSVPPRVEVMRGEQVALDCTPREHPEHYVLEWFLVDGTGARHRLASVEPQGSEFLGTVHSLGRVPPYEVDSRGRLVIAKVQVGDGRDYVCVVKAGAAGTSEATSSVRVFATPEDTEVSPNKGTLSVMDQFAQEIATCSSNNGNPVPRITWYRNGQRLEVPMEVNQKGYITIRTVREASGLYSLTSTLYLRLHKDDRDANFHCAAHYDLPSGQHGRLDSHTFRLTLHYPTEHVEFWVGSPSTTEGWVREGDAVQLLCQGDGSPSPEYSFFRQQ.... The miRNA is mmu-miR-152-3p with sequence UCAGUGCAUGACAGAACUUGG. (2) The miRNA is hsa-miR-4484 with sequence AAAAGGCGGGAGAAGCCCCA. The protein sequence of the target gene is MLPRHSCSLLLFLFLLPSVPMEPHPPSSTLPPFLAPEWDLLSPRVALSRGAPAGPPLLFLLEAGAYGEPAGAPANRSRRGVSETAPASRRGELAVCDAVSGWVTDRRTAVDLRGREVEVLGEVPAAGGSPLRQYFFETRCKAESAGEGGPGVGGGGCRGVDRRHWLSECKAKQSYVRALTADSQGRVGWRWIRIDTACVCTLLSRTGRA. Result: 0 (no interaction).